From a dataset of Forward reaction prediction with 1.9M reactions from USPTO patents (1976-2016). Predict the product of the given reaction. (1) Given the reactants [NH:1]1[CH2:8][CH2:7][CH2:6][C@H:2]1[C:3]([OH:5])=[O:4].S(Cl)([Cl:11])=O.[CH2:13](O)[CH3:14], predict the reaction product. The product is: [ClH:11].[NH:1]1[CH2:8][CH2:7][CH2:6][C@H:2]1[C:3]([O:5][CH2:13][CH3:14])=[O:4]. (2) Given the reactants O[CH:2]([C:26]1C=CC(C(CO)(C)C(O)=O)=CC=1)[CH2:3]CCN1CCC(C(O)(C2C=CC=CC=2)C2C=CC=CC=2)CC1.[OH:39][CH:40]([C:64]1[CH:69]=[CH:68][C:67]([C:70]([CH2:77][OH:78])([CH3:76])[C:71]([O:73][CH2:74]C)=[O:72])=[CH:66][CH:65]=1)[CH2:41][CH2:42][CH2:43][N:44]1[CH2:49][CH2:48][CH:47]([C:50]([OH:63])([C:57]2[CH:62]=[CH:61][CH:60]=[CH:59][CH:58]=2)[C:51]2[CH:56]=[CH:55][CH:54]=[CH:53][CH:52]=2)[CH2:46][CH2:45]1.[OH-].[Na+].Cl, predict the reaction product. The product is: [OH:39][CH:40]([C:64]1[CH:69]=[CH:68][C:67]([C:70]([CH2:77][OH:78])([CH2:76][CH2:3][CH2:2][CH3:26])[C:71]([O:73][CH3:74])=[O:72])=[CH:66][CH:65]=1)[CH2:41][CH2:42][CH2:43][N:44]1[CH2:49][CH2:48][CH:47]([C:50]([OH:63])([C:57]2[CH:58]=[CH:59][CH:60]=[CH:61][CH:62]=2)[C:51]2[CH:52]=[CH:53][CH:54]=[CH:55][CH:56]=2)[CH2:46][CH2:45]1. (3) Given the reactants [CH:1]1([NH:7][CH2:8][CH:9]([OH:11])[CH3:10])[CH2:6][CH2:5][CH2:4][CH2:3][CH2:2]1.C=O.[BH-](OC(C)=O)(OC(C)=O)O[C:16](C)=O.[Na+].C(O)(=O)C, predict the reaction product. The product is: [CH:1]1([N:7]([CH3:16])[CH2:8][CH:9]([OH:11])[CH3:10])[CH2:6][CH2:5][CH2:4][CH2:3][CH2:2]1.